Dataset: HIV replication inhibition screening data with 41,000+ compounds from the AIDS Antiviral Screen. Task: Binary Classification. Given a drug SMILES string, predict its activity (active/inactive) in a high-throughput screening assay against a specified biological target. (1) The drug is O=Nc1ccc2ccccc2c1N=Nc1ccccc1C(=O)O.[NaH]. The result is 0 (inactive). (2) The molecule is Cc1cccc(C(=O)NCCN(C)C)c1[N+](=O)[O-].Cl. The result is 0 (inactive).